From a dataset of CYP2D6 inhibition data for predicting drug metabolism from PubChem BioAssay. Regression/Classification. Given a drug SMILES string, predict its absorption, distribution, metabolism, or excretion properties. Task type varies by dataset: regression for continuous measurements (e.g., permeability, clearance, half-life) or binary classification for categorical outcomes (e.g., BBB penetration, CYP inhibition). Dataset: cyp2d6_veith. (1) The drug is O=c1[nH]c(=O)n([C@@H]2C[C@H](O)[C@H](CO)O2)cc1I. The result is 0 (non-inhibitor). (2) The drug is O=S(=O)(c1ccccc1)N1CCC2(CCN(c3cccc(-c4ccccc4)c3)CC2)CC1. The result is 0 (non-inhibitor). (3) The drug is O=C(CC1CCCCC1)N1CCC(c2nc(-c3ccc(S(=O)(=O)N4CCCC4)cc3)no2)CC1. The result is 0 (non-inhibitor). (4) The molecule is CCn1c(CC(=O)Nc2ccc(C)c(Cl)c2)nnc1SCc1ccc(Cl)c(Cl)c1. The result is 0 (non-inhibitor).